This data is from CYP2C9 substrate classification data from Carbon-Mangels et al.. The task is: Regression/Classification. Given a drug SMILES string, predict its absorption, distribution, metabolism, or excretion properties. Task type varies by dataset: regression for continuous measurements (e.g., permeability, clearance, half-life) or binary classification for categorical outcomes (e.g., BBB penetration, CYP inhibition). Dataset: cyp2c9_substrate_carbonmangels. (1) The compound is CCc1ccccc1. The result is 0 (non-substrate). (2) The compound is Clc1ccccc1C(c1ccccc1)(c1ccccc1)n1ccnc1. The result is 0 (non-substrate). (3) The molecule is COc1ccc(-c2cc(=O)c3c(O)cc(O[C@@H]4O[C@H](CO[C@@H]5O[C@@H](C)[C@H](O)[C@@H](O)[C@H]5O)[C@@H](O)[C@H](O)[C@H]4O)cc3o2)cc1O. The result is 0 (non-substrate). (4) The drug is C[C@]12C[C@H](O)[C@H]3[C@@H](CCC4=CC(=O)C=C[C@@]43C)[C@@H]1CC[C@]2(O)C(=O)CO. The result is 0 (non-substrate). (5) The compound is COC(F)(F)C(Cl)Cl. The result is 0 (non-substrate). (6) The molecule is Nc1nc(NC2CC2)c2ncn([C@H]3C=C[C@@H](CO)C3)c2n1. The result is 0 (non-substrate). (7) The molecule is COC(=O)C1=C(C)NC(C)=C(C(=O)O[C@@H]2CCCN(Cc3ccccc3)C2)[C@@H]1c1cccc([N+](=O)[O-])c1. The result is 0 (non-substrate). (8) The compound is C[C@]12CC[C@H]3[C@H]([C@@H]1[C@@H]1C[C@@H]1[C@@]21CCC(=O)O1)[C@H]1C[C@H]1C1=CC(=O)CC[C@@]13C. The result is 0 (non-substrate). (9) The compound is O=C1[C@H]2CCCC[C@H]2C(=O)N1CCCCN1CCN(c2nsc3ccccc23)CC1. The result is 0 (non-substrate). (10) The molecule is CO[C@H]1C[C@H](O[C@@H]2[C@@H](C)C(=O)O[C@H](C)[C@H](C)[C@H](OC(C)=O)[C@@H](C)C(=O)[C@@]3(CO3)C[C@H](C)[C@H](O[C@@H]3O[C@H](C)C[C@H](N(C)C)[C@H]3OC(C)=O)[C@H]2C)O[C@@H](C)[C@@H]1OC(C)=O. The result is 0 (non-substrate).